From a dataset of Peptide-MHC class I binding affinity with 185,985 pairs from IEDB/IMGT. Regression. Given a peptide amino acid sequence and an MHC pseudo amino acid sequence, predict their binding affinity value. This is MHC class I binding data. (1) The binding affinity (normalized) is 0.0847. The peptide sequence is FRAPNTREL. The MHC is HLA-A30:01 with pseudo-sequence HLA-A30:01. (2) The peptide sequence is TLQSLGAEI. The MHC is HLA-A02:01 with pseudo-sequence HLA-A02:01. The binding affinity (normalized) is 0.260. (3) The peptide sequence is FISDNKKEYK. The MHC is HLA-A33:01 with pseudo-sequence HLA-A33:01. The binding affinity (normalized) is 0.357. (4) The peptide sequence is DILASIIDY. The MHC is HLA-A30:01 with pseudo-sequence HLA-A30:01. The binding affinity (normalized) is 0.0847. (5) The peptide sequence is SMPASHNNL. The MHC is Mamu-A01 with pseudo-sequence Mamu-A01. The binding affinity (normalized) is 0.943. (6) The peptide sequence is RTSKTSLER. The MHC is HLA-B27:05 with pseudo-sequence HLA-B27:05. The binding affinity (normalized) is 0.0977. (7) The binding affinity (normalized) is 0.370. The MHC is HLA-A02:03 with pseudo-sequence HLA-A02:03. The peptide sequence is PTPLSPPLR. (8) The binding affinity (normalized) is 0.0847. The MHC is HLA-B44:02 with pseudo-sequence HLA-B44:02. The peptide sequence is PSDTIHASF. (9) The peptide sequence is KPKLKVATL. The MHC is HLA-B15:01 with pseudo-sequence HLA-B15:01. The binding affinity (normalized) is 0.0847.